This data is from Full USPTO retrosynthesis dataset with 1.9M reactions from patents (1976-2016). The task is: Predict the reactants needed to synthesize the given product. Given the product [OH:2][C:3]([CH3:22])([CH3:21])[CH2:4][N:5]1[CH:9]=[CH:8][C:7]([NH:10][C:11](=[O:20])[C@@H:12]([N:19]2[CH2:51][C:50]([O:52][C:53]3[CH:58]=[CH:57][CH:56]=[C:55]([O:59][CH2:60][CH3:61])[C:54]=3[F:62])=[CH:49][C:48]2=[O:63])[CH2:13][C@@H:14]([O:16][CH2:17][CH3:18])[CH3:15])=[N:6]1, predict the reactants needed to synthesize it. The reactants are: Cl.[OH:2][C:3]([CH3:22])([CH3:21])[CH2:4][N:5]1[CH:9]=[CH:8][C:7]([NH:10][C:11](=[O:20])[C@@H:12]([NH2:19])[CH2:13][C@@H:14]([O:16][CH2:17][CH3:18])[CH3:15])=[N:6]1.C(N(CC)C(C)C)(C)C.OC(C)(C)CN1C=CC(NC(=O)[C@@H](N2[CH2:51][C:50]([O:52][C:53]3[CH:58]=[CH:57][CH:56]=[C:55]([O:59][CH2:60][CH3:61])[C:54]=3[F:62])=[CH:49][C:48]2=[O:63])CC(C)C)=N1.